This data is from Full USPTO retrosynthesis dataset with 1.9M reactions from patents (1976-2016). The task is: Predict the reactants needed to synthesize the given product. (1) Given the product [CH3:1][C:2]1[C:11]2[C:6](=[C:7]([NH:12][C:22]([NH:21][CH2:20][C:19]3[CH:18]=[CH:17][C:16]([O:15][C:14]([F:13])([F:27])[F:26])=[CH:25][CH:24]=3)=[O:23])[CH:8]=[CH:9][CH:10]=2)[CH:5]=[CH:4][N:3]=1, predict the reactants needed to synthesize it. The reactants are: [CH3:1][C:2]1[C:11]2[CH:10]=[CH:9][CH:8]=[C:7]([NH2:12])[C:6]=2[CH:5]=[CH:4][N:3]=1.[F:13][C:14]([F:27])([F:26])[O:15][C:16]1[CH:25]=[CH:24][C:19]([CH2:20][N:21]=[C:22]=[O:23])=[CH:18][CH:17]=1. (2) Given the product [N:1]1[CH:2]=[CH:3][C:4]([C:7]2[C:16]3[C:11](=[CH:12][CH:13]=[C:14](/[CH:17]=[C:23]4/[C:22](=[O:24])[NH:21][C:20](=[O:25])[S:19]/4)[CH:15]=3)[N:10]=[CH:9][CH:8]=2)=[CH:5][CH:6]=1, predict the reactants needed to synthesize it. The reactants are: [N:1]1[CH:6]=[CH:5][C:4]([C:7]2[C:16]3[C:11](=[CH:12][CH:13]=[C:14]([CH:17]=O)[CH:15]=3)[N:10]=[CH:9][CH:8]=2)=[CH:3][CH:2]=1.[S:19]1[CH2:23][C:22](=[O:24])[NH:21][C:20]1=[O:25].N1CCCCC1.C(O)(=O)C. (3) Given the product [O:1]1[C:5]2[CH:6]=[CH:7][C:8]([CH2:10][CH2:11][O:12][CH2:13][C:14]([N:29]3[CH2:33][CH2:32][CH:31]([OH:34])[CH2:30]3)=[O:16])=[CH:9][C:4]=2[CH:3]=[CH:2]1, predict the reactants needed to synthesize it. The reactants are: [O:1]1[C:5]2[CH:6]=[CH:7][C:8]([CH2:10][CH2:11][O:12][CH2:13][C:14]([OH:16])=O)=[CH:9][C:4]=2[CH:3]=[CH:2]1.C(N1C=CN=C1)(N1C=CN=C1)=O.[NH:29]1[CH2:33][CH2:32][CH:31]([OH:34])[CH2:30]1.Cl. (4) The reactants are: [CH3:1][O:2][C:3]1[CH:53]=[C:52]([O:54][CH3:55])[CH:51]=[CH:50][C:4]=1[CH2:5][N:6]([CH2:16][C:17]1[CH:22]=[CH:21][N:20]=[C:19]2[N:23](S(C3C=CC(C)=CC=3)(=O)=O)[C:24]([C:26]3[C:34]4[C:29](=[CH:30][C:31]([O:37][CH3:38])=[C:32]([O:35][CH3:36])[CH:33]=4)[N:28]([CH3:39])[CH:27]=3)=[CH:25][C:18]=12)[S:7]([C:10]1[CH:15]=[CH:14][CH:13]=[CH:12][CH:11]=1)(=[O:9])=[O:8].[OH-].[K+]. Given the product [CH3:1][O:2][C:3]1[CH:53]=[C:52]([O:54][CH3:55])[CH:51]=[CH:50][C:4]=1[CH2:5][N:6]([CH2:16][C:17]1[CH:22]=[CH:21][N:20]=[C:19]2[NH:23][C:24]([C:26]3[C:34]4[C:29](=[CH:30][C:31]([O:37][CH3:38])=[C:32]([O:35][CH3:36])[CH:33]=4)[N:28]([CH3:39])[CH:27]=3)=[CH:25][C:18]=12)[S:7]([C:10]1[CH:11]=[CH:12][CH:13]=[CH:14][CH:15]=1)(=[O:9])=[O:8], predict the reactants needed to synthesize it. (5) Given the product [Cl:1][C:2]1[CH:3]=[C:4]([NH2:16])[CH:5]=[CH:6][C:7]=1[CH2:8][CH2:9][CH2:10][N:11]([CH2:12][CH3:13])[CH2:14][CH3:15], predict the reactants needed to synthesize it. The reactants are: [Cl:1][C:2]1[CH:3]=[C:4]([NH2:16])[CH:5]=[CH:6][C:7]=1[C:8]#[C:9][CH2:10][N:11]([CH2:14][CH3:15])[CH2:12][CH3:13]. (6) The reactants are: [O:1]1[C:10]2[C:9]3[CH:11]=[CH:12][C:13]([N:15]4[CH2:19][C@H:18]([CH2:20][NH:21][C:22](=O)[CH3:23])[O:17][C:16]4=[O:25])=[CH:14][C:8]=3[CH2:7][CH2:6][CH2:5][C:4]=2[CH:3]=[N:2]1.COC1C=CC(P2(SP(C3C=CC(OC)=CC=3)(=S)S2)=[S:35])=CC=1. Given the product [O:1]1[C:10]2[C:9]3[CH:11]=[CH:12][C:13]([N:15]4[CH2:19][C@H:18]([CH2:20][NH:21][C:22](=[S:35])[CH3:23])[O:17][C:16]4=[O:25])=[CH:14][C:8]=3[CH2:7][CH2:6][CH2:5][C:4]=2[CH:3]=[N:2]1, predict the reactants needed to synthesize it.